Dataset: Retrosynthesis with 50K atom-mapped reactions and 10 reaction types from USPTO. Task: Predict the reactants needed to synthesize the given product. (1) Given the product C=CCN(Cc1ccc2ncn(COC(=O)C(C)(C)C)c(=O)c2c1)c1ccc(C(=O)N[C@@H](CCC(=O)OCC)C(=O)OCC)cc1, predict the reactants needed to synthesize it. The reactants are: C=CCNc1ccc(C(=O)N[C@@H](CCC(=O)OCC)C(=O)OCC)cc1.CC(C)(C)C(=O)OCn1cnc2ccc(CBr)cc2c1=O. (2) Given the product CC(C)c1cccc(-c2nc(C(=O)NC(C)c3cc(F)c(NS(C)(=O)=O)c(F)c3)cs2)c1, predict the reactants needed to synthesize it. The reactants are: CC(C)c1cccc(B(O)O)c1.CC(NC(=O)c1csc(Cl)n1)c1cc(F)c(NS(C)(=O)=O)c(F)c1. (3) Given the product CNc1cc(S(=O)(=O)c2ccc(N)cc2)cc(C)n1, predict the reactants needed to synthesize it. The reactants are: CN.Cc1cc(S(=O)(=O)c2ccc(N)cc2)cc(Br)n1. (4) Given the product COCCc1cc2ccccc2n1-c1ccc(OCCCN2CCCC2)cc1, predict the reactants needed to synthesize it. The reactants are: COCCc1cc2ccccc2n1-c1ccc(O)cc1.ClCCCN1CCCC1. (5) Given the product Cc1c(N2CCN(Cc3ccc(C(F)(F)F)o3)C(CO)C2)c(=O)n(C[C@H](N)c2ccccc2)c(=O)n1Cc1c(F)cccc1C(F)(F)F, predict the reactants needed to synthesize it. The reactants are: Cc1c(N2CCN(Cc3ccc(C(F)(F)F)o3)C(CO)C2)c(=O)n(C[C@H](NC(=O)OC(C)(C)C)c2ccccc2)c(=O)n1Cc1c(F)cccc1C(F)(F)F. (6) Given the product Cc1cc(-n2cccn2)c2cccc(OCc3c(Cl)ccc(-n4cccc4C(=O)O)c3Cl)c2n1, predict the reactants needed to synthesize it. The reactants are: CCOC(=O)c1cccn1-c1ccc(Cl)c(COc2cccc3c(-n4cccn4)cc(C)nc23)c1Cl.